This data is from Cav3 T-type calcium channel HTS with 100,875 compounds. The task is: Binary Classification. Given a drug SMILES string, predict its activity (active/inactive) in a high-throughput screening assay against a specified biological target. (1) The molecule is OP(=O)(CCCN)C. The result is 0 (inactive). (2) The compound is O=C(CCC(=O)c1ccccc1)CCC(O)=O. The result is 0 (inactive). (3) The molecule is Clc1c(C2=NOC(C2)(c2sc(nc2C)c2ccccc2)C)c(Cl)ccc1. The result is 0 (inactive). (4) The molecule is O(c1c(c2c(/[nH][nH]c2C)=C2/C(=O)C=C(OCC)C=C2)cccc1)C. The result is 0 (inactive). (5) The molecule is o1c2c(c(c(CC(OC)=O)c1=O)C)ccc(OCCC)c2. The result is 0 (inactive). (6) The compound is Clc1cc(C(=O)N(CCCC)CC)ccc1. The result is 0 (inactive). (7) The drug is O=c1n(ncn2c1cc1c2cccc1)CC(=O)Nc1cc(CC)ccc1. The result is 0 (inactive). (8) The molecule is S(\C(SC)=C/C(=O)c1ccccc1)C. The result is 0 (inactive). (9) The compound is S(c1c2c(ncc1C(OCC)=O)ccc(c2)C)c1ccccc1. The result is 0 (inactive).